Predict the reaction yield, written as a fraction of the theoretical maximum amount of product (1.0 means a 100% yield; for example, 0.34 means a 34% yield). From a dataset of Reaction yield outcomes from USPTO patents with 853,638 reactions. (1) The reactants are [F:1][C:2]1[CH:29]=[C:28]([F:30])[CH:27]=[CH:26][C:3]=1[O:4][C:5]1[CH:10]=[CH:9][C:8]([S:11](=[O:14])(=[O:13])[NH2:12])=[CH:7][C:6]=1[C:15]1[NH:19][C:18]([CH3:20])=[C:17]([C:21]([O:23]CC)=[O:22])[CH:16]=1.[OH-].[Li+].C(O)C.O1CCOCC1. The catalyst is O. The product is [F:1][C:2]1[CH:29]=[C:28]([F:30])[CH:27]=[CH:26][C:3]=1[O:4][C:5]1[CH:10]=[CH:9][C:8]([S:11](=[O:14])(=[O:13])[NH2:12])=[CH:7][C:6]=1[C:15]1[NH:19][C:18]([CH3:20])=[C:17]([C:21]([OH:23])=[O:22])[CH:16]=1. The yield is 0.910. (2) The reactants are [CH2:1]([C@@H:8]1[CH2:12][O:11][C:10](=[O:13])[NH:9]1)[C:2]1[CH:7]=[CH:6][CH:5]=[CH:4][CH:3]=1.[Li]CCCC.[C:19](Cl)(=[O:24])[CH2:20][CH:21]([CH3:23])[CH3:22]. The catalyst is C1COCC1. The product is [CH2:1]([C@@H:8]1[CH2:12][O:11][C:10](=[O:13])[N:9]1[C:19](=[O:24])[CH2:20][CH:21]([CH3:23])[CH3:22])[C:2]1[CH:3]=[CH:4][CH:5]=[CH:6][CH:7]=1. The yield is 0.950. (3) The reactants are Cl[C:2]1[C:11]2[C:6](=[CH:7][C:8]([O:14][CH2:15][CH2:16][CH2:17][N:18]3[CH2:23][CH2:22][O:21][CH2:20][CH2:19]3)=[C:9]([O:12][CH3:13])[CH:10]=2)[N:5]=[CH:4][N:3]=1.[Cl:24][C:25]1[C:34]2[C:29](=[CH:30][C:31]([OH:35])=[CH:32][CH:33]=2)[N:28]=[CH:27][CH:26]=1.C(=O)([O-])[O-].[K+].[K+]. The catalyst is CN(C=O)C. The product is [Cl:24][C:25]1[C:34]2[C:29](=[CH:30][C:31]([O:35][C:2]3[C:11]4[C:6](=[CH:7][C:8]([O:14][CH2:15][CH2:16][CH2:17][N:18]5[CH2:23][CH2:22][O:21][CH2:20][CH2:19]5)=[C:9]([O:12][CH3:13])[CH:10]=4)[N:5]=[CH:4][N:3]=3)=[CH:32][CH:33]=2)[N:28]=[CH:27][CH:26]=1. The yield is 0.470. (4) The reactants are [NH2:1][C:2]1[CH:7]=[CH:6][C:5]([C:8]([OH:17])([C:13]([F:16])([F:15])[F:14])[C:9]([F:12])([F:11])[F:10])=[CH:4][CH:3]=1.[CH3:18][C:19](OC(C)=O)=O. The yield is 0.960. The catalyst is C1COCC1.N1C=CC=CC=1. The product is [CH2:18]([NH:1][C:2]1[CH:3]=[CH:4][C:5]([C:8]([OH:17])([C:9]([F:10])([F:11])[F:12])[C:13]([F:14])([F:15])[F:16])=[CH:6][CH:7]=1)[CH3:19]. (5) The reactants are [N+:1]([C:4]1[CH:21]=[CH:20][C:7](/[CH:8]=[N:9]/[C:10]2[CH:19]=[CH:18][C:13]([C:14]([O:16][CH3:17])=[O:15])=[CH:12][CH:11]=2)=[CH:6][CH:5]=1)([O-:3])=[O:2].[CH:22](=[O:26])[CH:23]([CH3:25])[CH3:24]. The catalyst is O1CCCC1.FC(F)(F)S([O-])(=O)=O.[Y+3].FC(F)(F)S([O-])(=O)=O.FC(F)(F)S([O-])(=O)=O. The product is [OH:26][CH:22]1[C:19]2[C:10](=[CH:11][CH:12]=[C:13]([C:14]([O:16][CH3:17])=[O:15])[CH:18]=2)[NH:9][CH:8]([C:7]2[CH:6]=[CH:5][C:4]([N+:1]([O-:3])=[O:2])=[CH:21][CH:20]=2)[C:23]1([CH3:25])[CH3:24]. The yield is 0.200. (6) The reactants are [NH2:1][C:2]1[CH:3]=[CH:4][C:5]2[NH:10][C:9](=[O:11])[O:8][C:7]([CH3:13])([CH3:12])[C:6]=2[CH:14]=1.C(N(CC)CC)C.[Cl:22][C:23]1[C:28]([Cl:29])=[CH:27][CH:26]=[CH:25][C:24]=1[S:30](Cl)(=[O:32])=[O:31]. The catalyst is C(Cl)Cl. The product is [Cl:22][C:23]1[C:28]([Cl:29])=[CH:27][CH:26]=[CH:25][C:24]=1[S:30]([NH:1][C:2]1[CH:3]=[CH:4][C:5]2[NH:10][C:9](=[O:11])[O:8][C:7]([CH3:12])([CH3:13])[C:6]=2[CH:14]=1)(=[O:32])=[O:31]. The yield is 0.0800. (7) The reactants are [C:1]1([S:7]([C:10]2[C:18]3[C:13](=[CH:14][CH:15]=[C:16]([O:19][CH2:20][CH2:21]OS(C4C=CC(C)=CC=4)(=O)=O)[CH:17]=3)[NH:12][N:11]=2)(=[O:9])=[O:8])[CH:6]=[CH:5][CH:4]=[CH:3][CH:2]=1.[CH:33]1([NH2:36])[CH2:35][CH2:34]1. The catalyst is C1COCC1. The product is [C:1]1([S:7]([C:10]2[C:18]3[C:13](=[CH:14][CH:15]=[C:16]([O:19][CH2:20][CH2:21][NH:36][CH:33]4[CH2:35][CH2:34]4)[CH:17]=3)[NH:12][N:11]=2)(=[O:8])=[O:9])[CH:6]=[CH:5][CH:4]=[CH:3][CH:2]=1. The yield is 0.500. (8) The reactants are [Br:1][C:2]1[CH:3]=[N:4][CH:5]=[C:6]([CH:9]=1)[CH:7]=O.Cl.[CH3:11][NH:12][CH3:13].C(N(CC)CC)C.C(O[BH-](OC(=O)C)OC(=O)C)(=O)C.[Na+]. The catalyst is ClCCCl.C(=O)(O)[O-].[Na+].C(Cl)Cl. The product is [Br:1][C:2]1[CH:9]=[C:6]([CH2:7][N:12]([CH3:13])[CH3:11])[CH:5]=[N:4][CH:3]=1. The yield is 0.890. (9) The reactants are [NH2:1][C:2]1[CH:7]=[CH:6][C:5]([CH:8]([CH3:16])[C:9]([O:11][C:12]([CH3:15])([CH3:14])[CH3:13])=[O:10])=[CH:4][CH:3]=1.[Br:17]N1C(=O)CCC1=O.O. The catalyst is CN(C=O)C. The product is [NH2:1][C:2]1[CH:3]=[CH:4][C:5]([CH:8]([CH3:16])[C:9]([O:11][C:12]([CH3:15])([CH3:14])[CH3:13])=[O:10])=[CH:6][C:7]=1[Br:17]. The yield is 0.850.